The task is: Predict the reaction yield, written as a fraction of the theoretical maximum amount of product (1.0 means a 100% yield; for example, 0.34 means a 34% yield).. This data is from Reaction yield outcomes from USPTO patents with 853,638 reactions. (1) The reactants are [O:1]1[CH:5]=[CH:4][CH:3]=[C:2]1/[C:6](=[N:16]/[NH:17][C:18]1[CH:23]=[CH:22][CH:21]=[CH:20][CH:19]=1)/[CH:7]=[N:8]NC1C=CC=CC=1. The catalyst is O.O1CCOCC1. The product is [O:1]1[CH:5]=[CH:4][CH:3]=[C:2]1[C:6]1[CH:7]=[N:8][N:17]([C:18]2[CH:23]=[CH:22][CH:21]=[CH:20][CH:19]=2)[N:16]=1. The yield is 0.577. (2) The reactants are [C:1]([O:5][C:6](=[O:33])[NH:7][C:8]1[S:9][C:10]([CH:31]=[O:32])=[C:11]([C:13]2[C:14]([CH:27]([OH:30])[CH:28]=[CH2:29])=[N:15][N:16]([CH2:18][C:19]3[CH:24]=[CH:23][C:22]([O:25][CH3:26])=[CH:21][CH:20]=3)[CH:17]=2)[N:12]=1)([CH3:4])([CH3:3])[CH3:2]. The catalyst is CCOC(C)=O.O=[Pt]=O. The product is [C:1]([O:5][C:6](=[O:33])[NH:7][C:8]1[S:9][C:10]([CH:31]=[O:32])=[C:11]([C:13]2[C:14]([CH:27]([OH:30])[CH2:28][CH3:29])=[N:15][N:16]([CH2:18][C:19]3[CH:20]=[CH:21][C:22]([O:25][CH3:26])=[CH:23][CH:24]=3)[CH:17]=2)[N:12]=1)([CH3:2])([CH3:3])[CH3:4]. The yield is 0.750. (3) The reactants are Cl.C(O[C:5]([C:7]1[CH:8]=[C:9]2[C:13](=[CH:14][CH:15]=1)[NH:12][N:11]=[C:10]2[C:16]1[CH:21]=[CH:20][C:19]([F:22])=[CH:18][CH:17]=1)=[NH:6])C.C(N(CC)CC)C.[CH3:30][O:31][C:32]1[CH:41]=[CH:40][C:35]([C:36]([NH:38][NH2:39])=O)=[CH:34][CH:33]=1. No catalyst specified. The product is [F:22][C:19]1[CH:18]=[CH:17][C:16]([C:10]2[C:9]3[C:13](=[CH:14][CH:15]=[C:7]([C:5]4[NH:6][C:36]([C:35]5[CH:40]=[CH:41][C:32]([O:31][CH3:30])=[CH:33][CH:34]=5)=[N:38][N:39]=4)[CH:8]=3)[NH:12][N:11]=2)=[CH:21][CH:20]=1. The yield is 0.370.